From a dataset of CYP2C9 inhibition data for predicting drug metabolism from PubChem BioAssay. Regression/Classification. Given a drug SMILES string, predict its absorption, distribution, metabolism, or excretion properties. Task type varies by dataset: regression for continuous measurements (e.g., permeability, clearance, half-life) or binary classification for categorical outcomes (e.g., BBB penetration, CYP inhibition). Dataset: cyp2c9_veith. (1) The molecule is CN1CCN(c2ncncc2-c2ccoc2)CC1. The result is 0 (non-inhibitor). (2) The compound is COc1ccc(/C(O)=C2/C(=O)C(=O)N(CC3CCCO3)C2c2cccc(O)c2)cc1. The result is 0 (non-inhibitor). (3) The drug is C[N+](C)(CCCCCC[N+](C)(C)CCCN1C(=O)c2cccc3cccc(c23)C1=O)CCCN1C(=O)c2cccc3cccc(c23)C1=O. The result is 0 (non-inhibitor). (4) The drug is CCCCC/C(=N\O)c1c[nH]c2ccccc12. The result is 1 (inhibitor). (5) The molecule is O=C(O)COc1c(Cl)cc(Cl)c2cccnc12. The result is 0 (non-inhibitor).